From a dataset of Antibody developability classification from SAbDab with 2,409 antibodies. Regression/Classification. Given an antibody's heavy chain and light chain sequences, predict its developability. TAP uses regression for 5 developability metrics; SAbDab uses binary classification. (1) The antibody is ['EVQLVQSGAEVKKPGASVKVSCKASGYTFTGYYMHWVRQAPGQGLEWMGWIDPDEGDTNYAQKFQGRVTMTRDTSISTAYMELSRLRSDDTAVYYCARLASGFRDYWGQGTLVTVSS', 'DIVMTKSPSSLSASVGDRVTITCRASQGIRNDLGWYQQKPGKAPKRLIYAASSLQSGVPSRFSGSGSGTEFTLTISSLQPEDFATYYCLQHDIYASTFGPGTKVDIK']. Result: 0 (not developable). (2) The antibody is ['EVKLQESGAGLVQPSQSLSLTCSVTGYSITSGYYWNWIRLFPGNKLEWVGYISNVGDNNYNPSLKDRLSITRDTSKNQFFLKLNSVTTEDTATYYCARSEYYSVTGYAMDYWGQGTTVTVSS', 'DIELTQTPVSLAASLGDRVTISCRASQDINNFLNWYQQKPDGTIKLLIYYTSRLHAGVPSRFSGSGSGTDYSLTISNLEPEDIATYFCQHHIKFPWTFGAGTKLEIK']. Result: 0 (not developable).